Predict the product of the given reaction. From a dataset of Forward reaction prediction with 1.9M reactions from USPTO patents (1976-2016). Given the reactants [NH2:1][C@@H:2]([CH2:6][C:7]1[CH:12]=[CH:11][C:10]([C:13]2[S:17](=[O:19])(=[O:18])[N:16]([C:20]([CH3:23])([CH3:22])[CH3:21])[C:15](=[O:24])[CH:14]=2)=[CH:9][CH:8]=1)[C:3]([NH2:5])=[O:4].C(N(CC)C(C)C)(C)C.[C:34](=O)([O:43][CH2:44][CH:45]1[C:57]2[CH:56]=[CH:55][CH:54]=[CH:53][C:52]=2[C:51]2[C:46]1=[CH:47][CH:48]=[CH:49][CH:50]=2)[O:35]N1C(=O)CCC1=O, predict the reaction product. The product is: [CH:56]1[C:57]2[CH:45]([CH2:44][O:43][C:34](=[O:35])[NH:1][CH:2]([C:3](=[O:4])[NH2:5])[CH2:6][C:7]3[CH:8]=[CH:9][C:10]([C:13]4[S:17](=[O:19])(=[O:18])[N:16]([C:20]([CH3:21])([CH3:23])[CH3:22])[C:15](=[O:24])[CH:14]=4)=[CH:11][CH:12]=3)[C:46]3[C:51](=[CH:50][CH:49]=[CH:48][CH:47]=3)[C:52]=2[CH:53]=[CH:54][CH:55]=1.